The task is: Predict the reactants needed to synthesize the given product.. This data is from Full USPTO retrosynthesis dataset with 1.9M reactions from patents (1976-2016). (1) Given the product [C:8]([O-:10])([OH:23])=[O:9].[Na+:25].[CH3:2][O:3][C:4]1[C:5]2[NH:14][C:15]([CH2:16][C:17]3[S:18][CH:19]=[CH:20][CH:21]=3)=[N:22][C:6]=2[C:7]([C:8]([O:10][CH3:11])=[O:9])=[CH:12][CH:13]=1, predict the reactants needed to synthesize it. The reactants are: Cl.[CH3:2][O:3][C:4]1[CH:13]=[CH:12][C:7]([C:8]([O:10][CH3:11])=[O:9])=[CH:6][C:5]=1[NH:14][C:15](=[NH:22])[CH2:16][C:17]1[S:18][CH:19]=[CH:20][CH:21]=1.[O-:23]Cl.[Na+:25]. (2) The reactants are: [F:1][C:2]1[C:3]([N+:16]([O-:18])=[O:17])=[C:4](OS(C(F)(F)F)(=O)=O)[CH:5]=[CH:6][CH:7]=1.C(N(CC)CC)C.C(#N)C.[F:29][C:30]1[CH:31]=[CH:32][C:33]([CH3:49])=[C:34]([C:36]([CH3:48])([CH3:47])[CH2:37][C:38]([C:43]([F:46])([F:45])[F:44])([OH:42])[CH2:39][C:40]#[CH:41])[CH:35]=1. Given the product [F:29][C:30]1[CH:31]=[CH:32][C:33]([CH3:49])=[C:34]([C:36]([CH3:47])([CH3:48])[CH2:37][C:38]([C:43]([F:44])([F:45])[F:46])([OH:42])[CH2:39][C:40]#[C:41][C:4]2[CH:5]=[CH:6][CH:7]=[C:2]([F:1])[C:3]=2[N+:16]([O-:18])=[O:17])[CH:35]=1, predict the reactants needed to synthesize it.